Predict the reactants needed to synthesize the given product. From a dataset of Full USPTO retrosynthesis dataset with 1.9M reactions from patents (1976-2016). (1) Given the product [CH3:1][O:2][C:3]1[N:8]=[CH:7][C:6]([CH:9]([NH2:18])[CH2:10][CH3:11])=[CH:5][CH:4]=1, predict the reactants needed to synthesize it. The reactants are: [CH3:1][O:2][C:3]1[N:8]=[CH:7][C:6]([C:9](=O)[CH2:10][CH3:11])=[CH:5][CH:4]=1.Cl.NO.C([N:18](CC)CC)C. (2) Given the product [Br:1][C:2]1[C:3]([N:22]([CH3:27])[S:23]([CH3:26])(=[O:24])=[O:25])=[CH:4][C:5]2[O:9][C:8]([C:10]3[CH:15]=[CH:14][C:13]([F:16])=[CH:12][CH:11]=3)=[C:7]([C:17]([OH:19])=[O:18])[C:6]=2[CH:21]=1, predict the reactants needed to synthesize it. The reactants are: [Br:1][C:2]1[C:3]([N:22]([CH3:27])[S:23]([CH3:26])(=[O:25])=[O:24])=[CH:4][C:5]2[O:9][C:8]([C:10]3[CH:15]=[CH:14][C:13]([F:16])=[CH:12][CH:11]=3)=[C:7]([C:17]([O:19]C)=[O:18])[C:6]=2[CH:21]=1.O[Li].O.Cl. (3) Given the product [C:1]([C:5]1[CH:31]=[CH:30][C:8]([C:9]([NH:11][C:12]2[CH:28]=[C:27]([NH:29][S:34]([CH2:32][CH3:33])(=[O:36])=[O:35])[CH:26]=[CH:25][C:13]=2[C:14]([NH:16][C:17]2[CH:22]=[CH:21][C:20]([O:23][CH3:24])=[CH:19][CH:18]=2)=[O:15])=[O:10])=[CH:7][CH:6]=1)([CH3:4])([CH3:2])[CH3:3], predict the reactants needed to synthesize it. The reactants are: [C:1]([C:5]1[CH:31]=[CH:30][C:8]([C:9]([NH:11][C:12]2[CH:28]=[C:27]([NH2:29])[CH:26]=[CH:25][C:13]=2[C:14]([NH:16][C:17]2[CH:22]=[CH:21][C:20]([O:23][CH3:24])=[CH:19][CH:18]=2)=[O:15])=[O:10])=[CH:7][CH:6]=1)([CH3:4])([CH3:3])[CH3:2].[CH2:32]([S:34](Cl)(=[O:36])=[O:35])[CH3:33]. (4) Given the product [CH3:2][O:3][C:4](=[O:38])/[CH:5]=[CH:6]/[C:7]1[CH:8]=[C:9]2[C:34](=[CH:35][CH:36]=1)[O:33][C:12]1([CH2:16][CH2:15][NH:14][CH2:13]1)[CH2:11][C:10]2=[O:37], predict the reactants needed to synthesize it. The reactants are: Cl.[CH3:2][O:3][C:4](=[O:38])/[CH:5]=[CH:6]/[C:7]1[CH:8]=[C:9]2[C:34](=[CH:35][CH:36]=1)[O:33][C:12]1([CH2:16][CH2:15][N:14](C(=O)[C@H](C3C=CC4C(=CC=C(OC)C=4)C=3)C)[CH2:13]1)[CH2:11][C:10]2=[O:37].